This data is from Full USPTO retrosynthesis dataset with 1.9M reactions from patents (1976-2016). The task is: Predict the reactants needed to synthesize the given product. (1) The reactants are: [CH3:1][C:2]([CH3:22])=[CH:3][CH2:4][CH2:5]/[C:6](/[CH3:21])=[CH:7]/[CH2:8][CH2:9]/[C:10](/[CH3:20])=[CH:11]/[CH2:12][S:13][CH2:14][C@H:15]([NH2:19])[C:16]([OH:18])=[O:17].C([O-])([O-])=O.[K+].[K+].[C:29]1(=[O:35])[O:34][C:32](=[O:33])[CH2:31][CH2:30]1.Cl. Given the product [C:16]([C@@H:15]([NH:19][C:29](=[O:35])[CH2:30][CH2:31][C:32]([OH:34])=[O:33])[CH2:14][S:13][CH2:12]/[CH:11]=[C:10](\[CH3:20])/[CH2:9][CH2:8]/[CH:7]=[C:6](\[CH3:21])/[CH2:5][CH2:4][CH:3]=[C:2]([CH3:22])[CH3:1])([OH:18])=[O:17], predict the reactants needed to synthesize it. (2) The reactants are: [NH2:1][C:2]1[CH:7]=[CH:6][CH:5]=[CH:4][C:3]=1[SH:8].[C:9]([CH2:11][C:12]([O:14][CH2:15][CH3:16])=[O:13])#N. Given the product [S:8]1[C:3]2[CH:4]=[CH:5][CH:6]=[CH:7][C:2]=2[N:1]=[C:9]1[CH2:11][C:12]([O:14][CH2:15][CH3:16])=[O:13], predict the reactants needed to synthesize it. (3) Given the product [CH3:44][O:45][C:18]1[CH:19]=[C:14]([C:11]2[CH:12]=[CH:13][C:8]([C:5]3([C:3]([OH:2])=[O:4])[CH2:7][CH2:6]3)=[CH:9][CH:10]=2)[CH:15]=[CH:16][C:17]=1[N:20]1[C:24]([NH:25][C:26]([O:28][C@@H:29]([C:31]2[CH:36]=[CH:35][CH:34]=[CH:33][CH:32]=2)[CH3:30])=[O:27])=[C:23]([CH3:37])[N:22]=[N:21]1, predict the reactants needed to synthesize it. The reactants are: C[O:2][C:3]([C:5]1([C:8]2[CH:13]=[CH:12][C:11]([C:14]3[CH:19]=[CH:18][C:17]([N:20]4[C:24]([NH:25][C:26]([O:28][C@@H:29]([C:31]5[CH:36]=[CH:35][CH:34]=[CH:33][CH:32]=5)[CH3:30])=[O:27])=[C:23]([CH3:37])[N:22]=[N:21]4)=[CH:16][C:15]=3OC)=[CH:10][CH:9]=2)[CH2:7][CH2:6]1)=[O:4].[OH-].[Na+].C1C[O:45][CH2:44]C1. (4) Given the product [Br:12][CH2:9][C:5]1[S:4][C:3]([CH2:1][CH3:2])=[N:7][C:6]=1[CH3:8], predict the reactants needed to synthesize it. The reactants are: [CH2:1]([C:3]1[S:4][C:5]([CH2:9]O)=[C:6]([CH3:8])[N:7]=1)[CH3:2].P(Br)(Br)[Br:12].C(=O)(O)[O-].[Na+]. (5) Given the product [Br:25][C:22]1[CH:23]=[CH:24][C:19]([C:9]2([C:7]([OH:8])=[O:6])[CH2:10][CH2:11][C:12]3([O:16][CH2:15][CH2:14][O:13]3)[CH2:17][CH2:18]2)=[N:20][CH:21]=1, predict the reactants needed to synthesize it. The reactants are: [OH-].[Na+].O.C([O:6][C:7]([C:9]1([C:19]2[CH:24]=[CH:23][C:22]([Br:25])=[CH:21][N:20]=2)[CH2:18][CH2:17][C:12]2([O:16][CH2:15][CH2:14][O:13]2)[CH2:11][CH2:10]1)=[O:8])C. (6) Given the product [F:10][C:11]1[CH:16]=[CH:15][C:14]([N+:17]([O-:19])=[O:18])=[CH:13][C:12]=1[C:2]1[N:9]=[CH:8][CH:7]=[CH:6][C:3]=1[C:4]#[N:5], predict the reactants needed to synthesize it. The reactants are: Cl[C:2]1[N:9]=[CH:8][CH:7]=[CH:6][C:3]=1[C:4]#[N:5].[F:10][C:11]1[CH:16]=[CH:15][C:14]([N+:17]([O-:19])=[O:18])=[CH:13][C:12]=1B1OC(C)(C)C(C)(C)O1.[F-].[K+].C(P(C(C)(C)C)C(C)(C)C)(C)(C)C. (7) Given the product [Cl:39][C:10]1[N:9]([C:12]2[CH:13]=[CH:14][C:15]([B:18]3[O:22][C:21]([CH3:24])([CH3:23])[C:20]([CH3:25])([CH3:26])[O:19]3)=[CH:16][CH:17]=2)[C:8]([C:27]([O:29][CH2:30][CH3:31])=[O:28])=[C:7]([NH:6][C:4](=[O:5])[CH2:3][C:1]#[N:2])[CH:11]=1, predict the reactants needed to synthesize it. The reactants are: [C:1]([CH2:3][C:4]([NH:6][C:7]1[CH:11]=[CH:10][N:9]([C:12]2[CH:17]=[CH:16][C:15]([B:18]3[O:22][C:21]([CH3:24])([CH3:23])[C:20]([CH3:26])([CH3:25])[O:19]3)=[CH:14][CH:13]=2)[C:8]=1[C:27]([O:29][CH2:30][CH3:31])=[O:28])=[O:5])#[N:2].C1C(=O)N([Cl:39])C(=O)C1.